This data is from Peptide-MHC class II binding affinity with 134,281 pairs from IEDB. The task is: Regression. Given a peptide amino acid sequence and an MHC pseudo amino acid sequence, predict their binding affinity value. This is MHC class II binding data. (1) The peptide sequence is STIFPFRRLFMVADV. The MHC is HLA-DPA10201-DPB10501 with pseudo-sequence HLA-DPA10201-DPB10501. The binding affinity (normalized) is 0.339. (2) The peptide sequence is PICPGYRWMCLRRFIIFL. The MHC is DRB1_0301 with pseudo-sequence DRB1_0301. The binding affinity (normalized) is 0.178. (3) The peptide sequence is VERLKRMAISGDDCVVK. The MHC is DRB1_1501 with pseudo-sequence DRB1_1501. The binding affinity (normalized) is 0.415. (4) The peptide sequence is QLVPKLDEVYNAAYN. The MHC is DRB4_0101 with pseudo-sequence DRB4_0103. The binding affinity (normalized) is 0.178. (5) The peptide sequence is NKSLGACPIRTQPRWNYYDSFSAVSEDNLGF. The MHC is DRB1_0401 with pseudo-sequence DRB1_0401. The binding affinity (normalized) is 0.808. (6) The peptide sequence is WRSFLNKVKSLRILN. The MHC is DRB1_1302 with pseudo-sequence DRB1_1302. The binding affinity (normalized) is 0.899. (7) The peptide sequence is NNLMMIEQYPYVVIM. The MHC is DRB1_1501 with pseudo-sequence DRB1_1501. The binding affinity (normalized) is 0.738. (8) The peptide sequence is DPKMLELMRLYITIH. The MHC is HLA-DQA10501-DQB10301 with pseudo-sequence HLA-DQA10501-DQB10301. The binding affinity (normalized) is 0. (9) The peptide sequence is LPRLIAFTSEHSHFS. The MHC is DRB1_0405 with pseudo-sequence DRB1_0405. The binding affinity (normalized) is 0.628. (10) The binding affinity (normalized) is 0.748. The peptide sequence is TSFIRNCARKVFNDI. The MHC is DRB5_0101 with pseudo-sequence DRB5_0101.